Dataset: Full USPTO retrosynthesis dataset with 1.9M reactions from patents (1976-2016). Task: Predict the reactants needed to synthesize the given product. (1) Given the product [CH3:13][C:12]1[C:7]2[C:6](=[CH:5][CH:4]=[C:3]([C:2]([F:16])([F:15])[F:1])[CH:8]=2)[CH2:9][CH2:10][N:11]=1, predict the reactants needed to synthesize it. The reactants are: [F:1][C:2]([F:16])([F:15])[C:3]1[CH:8]=[CH:7][C:6]([CH2:9][CH2:10][NH:11][C:12](=O)[CH3:13])=[CH:5][CH:4]=1.O=P12OP3(OP(OP(O3)(O1)=O)(=O)O2)=O. (2) The reactants are: Cl[C:2]1[N:7]=[C:6]2[NH:8][N:9]=[C:10]([S:11]([CH3:14])(=[O:13])=[O:12])[C:5]2=[C:4]([O:15][CH2:16][CH3:17])[N:3]=1.[O:18]1[CH2:23][CH2:22][N:21]([C:24]2[CH:30]=[CH:29][C:27]([NH2:28])=[CH:26][CH:25]=2)[CH2:20][CH2:19]1.Cl. Given the product [CH2:16]([O:15][C:4]1[N:3]=[C:2]([NH:28][C:27]2[CH:26]=[CH:25][C:24]([N:21]3[CH2:22][CH2:23][O:18][CH2:19][CH2:20]3)=[CH:30][CH:29]=2)[N:7]=[C:6]2[NH:8][N:9]=[C:10]([S:11]([CH3:14])(=[O:13])=[O:12])[C:5]=12)[CH3:17], predict the reactants needed to synthesize it. (3) Given the product [Cl:1][C:2]1[CH:7]=[C:6]([C:8]2[CH:13]=[CH:12][C:11]([C:14]([F:17])([F:16])[F:15])=[CH:10][N:9]=2)[CH:5]=[C:4]([F:19])[N:3]=1, predict the reactants needed to synthesize it. The reactants are: [Cl:1][C:2]1[CH:7]=[C:6]([C:8]2[CH:13]=[CH:12][C:11]([C:14]([F:17])([F:16])[F:15])=[CH:10][N:9]=2)[CH:5]=[C:4](Cl)[N:3]=1.[F-:19].[K+]. (4) Given the product [N:19]1([C:2]2[CH:3]=[C:4]3[C:9](=[CH:10][CH:11]=2)[C:8](=[O:12])[NH:7][CH2:6][CH2:5]3)[CH2:24][CH2:23][CH2:22][CH2:21][CH2:20]1, predict the reactants needed to synthesize it. The reactants are: F[C:2]1[CH:3]=[C:4]2[C:9](=[CH:10][CH:11]=1)[C:8](=[O:12])[NH:7][CH2:6][CH2:5]2.C(=O)([O-])[O-].[K+].[K+].[NH:19]1[CH2:24][CH2:23][CH2:22][CH2:21][CH2:20]1. (5) Given the product [CH2:24]([O:26][C:27](=[O:30])[CH2:28][N:12]([S:13]([C:16]1[CH:17]=[CH:18][CH:19]=[CH:20][CH:21]=1)(=[O:15])=[O:14])[C:3]1[CH:4]=[C:5]([C:8]([F:10])([F:11])[F:9])[CH:6]=[CH:7][C:2]=1[Cl:1])[CH3:25], predict the reactants needed to synthesize it. The reactants are: [Cl:1][C:2]1[CH:7]=[CH:6][C:5]([C:8]([F:11])([F:10])[F:9])=[CH:4][C:3]=1[NH:12][S:13]([C:16]1[CH:21]=[CH:20][CH:19]=[CH:18][CH:17]=1)(=[O:15])=[O:14].[H-].[Na+].[CH2:24]([O:26][C:27](=[O:30])[CH2:28]Br)[CH3:25]. (6) The reactants are: [CH3:1][O:2][C:3]1[CH:8]=[CH:7][C:6]([C:9]2[CH:14]=[CH:13][N:12]=[C:11](OS(C(F)(F)F)(=O)=O)[C:10]=2[N+:23]([O-:25])=[O:24])=[C:5]([CH3:26])[CH:4]=1.Cl.[CH3:28][O:29][CH2:30][CH:31]([NH2:33])[CH3:32]. Given the product [CH3:28][O:29][CH2:30][CH:31]([NH:33][C:11]1[C:10]([N+:23]([O-:25])=[O:24])=[C:9]([C:6]2[CH:7]=[CH:8][C:3]([O:2][CH3:1])=[CH:4][C:5]=2[CH3:26])[CH:14]=[CH:13][N:12]=1)[CH3:32], predict the reactants needed to synthesize it.